Dataset: CYP1A2 inhibition data for predicting drug metabolism from PubChem BioAssay. Task: Regression/Classification. Given a drug SMILES string, predict its absorption, distribution, metabolism, or excretion properties. Task type varies by dataset: regression for continuous measurements (e.g., permeability, clearance, half-life) or binary classification for categorical outcomes (e.g., BBB penetration, CYP inhibition). Dataset: cyp1a2_veith. (1) The compound is N#Cc1cccc(NC(=O)N2CCCC3(CCN(C(=O)c4ccncc4)CC3)C2)c1. The result is 0 (non-inhibitor). (2) The molecule is COc1cc2c(cc1OC)C(C(=O)Nc1ccc3c(c1)OCCO3)C(c1cccnc1)N(C)C2=O. The result is 0 (non-inhibitor). (3) The drug is O=C(c1cccc(F)c1)N1CCC2(CCN(Cc3nccs3)CC2)CC1. The result is 1 (inhibitor).